Dataset: Full USPTO retrosynthesis dataset with 1.9M reactions from patents (1976-2016). Task: Predict the reactants needed to synthesize the given product. (1) Given the product [O:49]=[S:2]1(=[O:1])[CH2:7][CH2:6][N:5]([CH2:8][CH2:9][NH:10][C@:11]23[CH2:45][CH2:44][C@@H:43]([C:46]([CH3:48])=[CH2:47])[C@@H:12]2[C@@H:13]2[C@@:26]([CH3:29])([CH2:27][CH2:28]3)[C@@:25]3([CH3:30])[C@@H:16]([C@:17]4([CH3:42])[C@@H:22]([CH2:23][CH2:24]3)[C:21]([CH3:31])([CH3:32])[C:20]([CH2:33][CH2:34][C:35]([CH3:40])([CH3:41])[CH2:36][C:37]([NH:83][OH:84])=[O:38])=[CH:19][CH2:18]4)[CH2:15][CH2:14]2)[CH2:4][CH2:3]1, predict the reactants needed to synthesize it. The reactants are: [O:1]=[S:2]1(=[O:49])[CH2:7][CH2:6][N:5]([CH2:8][CH2:9][NH:10][C@:11]23[CH2:45][CH2:44][C@@H:43]([C:46]([CH3:48])=[CH2:47])[C@@H:12]2[C@@H:13]2[C@@:26]([CH3:29])([CH2:27][CH2:28]3)[C@@:25]3([CH3:30])[C@@H:16]([C@:17]4([CH3:42])[C@@H:22]([CH2:23][CH2:24]3)[C:21]([CH3:32])([CH3:31])[C:20]([CH2:33][CH2:34][C:35]([CH3:41])([CH3:40])[CH2:36][C:37](O)=[O:38])=[CH:19][CH2:18]4)[CH2:15][CH2:14]2)[CH2:4][CH2:3]1.CN(C(ON1N=NC2C=CC=NC1=2)=[N+](C)C)C.F[P-](F)(F)(F)(F)F.C(N(CC)C(C)C)(C)C.[NH2:83][OH:84]. (2) Given the product [F:23][C:24]1[CH:25]=[C:26](/[CH:27]=[CH:15]/[C:14](=[O:16])[CH2:13][C:12](=[O:17])/[CH:11]=[CH:10]/[C:4]2[CH:5]=[CH:6][C:7]([O:8][CH3:9])=[C:2]([OH:1])[CH:3]=2)[CH:29]=[CH:30][C:31]=1[OH:32], predict the reactants needed to synthesize it. The reactants are: [OH:1][C:2]1[CH:3]=[C:4]([CH:10]=[CH:11][C:12](=[O:17])[CH2:13][C:14](=[O:16])[CH3:15])[CH:5]=[CH:6][C:7]=1[O:8][CH3:9].B(OB=O)=O.[F:23][C:24]1[CH:25]=[C:26]([CH:29]=[CH:30][C:31]=1[OH:32])[CH:27]=O.B(OCCCC)(OCCCC)OCCCC.C(N)CCC.Cl.C([O-])(O)=O.[Na+].